Dataset: Forward reaction prediction with 1.9M reactions from USPTO patents (1976-2016). Task: Predict the product of the given reaction. (1) Given the reactants [N+:1]([C:4]1[CH:22]=[CH:21][C:7]([O:8][C:9]2[CH:14]=[CH:13][N:12]=[C:11]([NH:15][C:16](=[O:20])[N:17]([CH3:19])[CH3:18])[CH:10]=2)=[CH:6][CH:5]=1)([O-])=O.[H][H], predict the reaction product. The product is: [NH2:1][C:4]1[CH:22]=[CH:21][C:7]([O:8][C:9]2[CH:14]=[CH:13][N:12]=[C:11]([NH:15][C:16](=[O:20])[N:17]([CH3:19])[CH3:18])[CH:10]=2)=[CH:6][CH:5]=1. (2) The product is: [Br:21][CH:22]([CH2:26][CH2:27][CH2:28][CH3:29])[C:23]([C:8]1[CH:9]=[C:10]([NH:13][C:14](=[O:16])[CH3:15])[CH:11]=[CH:12][C:7]=1[OH:6])=[O:24]. Given the reactants [Cl-].[Al+3].[Cl-].[Cl-].C[O:6][C:7]1[CH:12]=[CH:11][C:10]([NH:13][C:14](=[O:16])[CH3:15])=[CH:9][CH:8]=1.[N+](C)([O-])=O.[Br:21][CH:22]([CH2:26][CH2:27][CH2:28][CH3:29])[C:23](Cl)=[O:24], predict the reaction product. (3) Given the reactants [C:1]1([CH2:7][C@@H:8]([NH2:10])[CH3:9])[CH:6]=[CH:5][CH:4]=[CH:3][CH:2]=1.[Cl:11][C:12]1[CH:19]=[CH:18][C:15]([CH:16]=O)=[CH:14][CH:13]=1.[O-]S([O-])(=O)=O.[Mg+2], predict the reaction product. The product is: [Cl:11][C:12]1[CH:19]=[CH:18][C:15]([CH:16]=[N:10][CH:8]([CH3:9])[CH2:7][C:1]2[CH:6]=[CH:5][CH:4]=[CH:3][CH:2]=2)=[CH:14][CH:13]=1. (4) Given the reactants [CH3:1][S:2]([C:5]1[CH:6]=[C:7]([C:11]2[CH:16]=[CH:15][CH:14]=[C:13]([CH2:17][NH:18][S:19]([CH:22]([CH3:24])[CH3:23])(=[O:21])=[O:20])[CH:12]=2)[CH:8]=[CH:9][CH:10]=1)(=[O:4])=[O:3].[F:25][C:26]1[CH:33]=[CH:32][C:29]([CH2:30]Br)=[CH:28][CH:27]=1.C(=O)([O-])[O-].[Cs+].[Cs+], predict the reaction product. The product is: [F:25][C:26]1[CH:33]=[CH:32][C:29]([CH2:30][N:18]([CH2:17][C:13]2[CH:12]=[C:11]([C:7]3[CH:8]=[CH:9][CH:10]=[C:5]([S:2]([CH3:1])(=[O:3])=[O:4])[CH:6]=3)[CH:16]=[CH:15][CH:14]=2)[S:19]([CH:22]([CH3:24])[CH3:23])(=[O:20])=[O:21])=[CH:28][CH:27]=1. (5) Given the reactants [Br:1][C:2]1[CH:3]=[C:4]([NH:10][C:11]2[N:16]=[CH:15][C:14]([N:17]3[CH2:22][CH2:21][NH:20][CH2:19][C:18]3=[O:23])=[CH:13][CH:12]=2)[C:5](=[O:9])[N:6]([CH3:8])[CH:7]=1.[BH-](OC(C)=O)(OC(C)=O)O[C:26](C)=O.[Na+].C=O.C(O)(=O)C.[OH-].[Na+], predict the reaction product. The product is: [Br:1][C:2]1[CH:3]=[C:4]([NH:10][C:11]2[N:16]=[CH:15][C:14]([N:17]3[CH2:22][CH2:21][N:20]([CH3:26])[CH2:19][C:18]3=[O:23])=[CH:13][CH:12]=2)[C:5](=[O:9])[N:6]([CH3:8])[CH:7]=1. (6) Given the reactants FC(F)(F)C(O)=O.[Cl:8][C:9]1[C:14]([CH2:15][OH:16])=[CH:13][N:12]=[C:11]([N:17]2[C:21](=[O:22])[C:20]([C:23]3[CH:24]=[N:25][CH:26]=[CH:27][CH:28]=3)=[CH:19][NH:18]2)[CH:10]=1.Cl, predict the reaction product. The product is: [ClH:8].[Cl:8][C:9]1[C:14]([CH2:15][OH:16])=[CH:13][N:12]=[C:11]([N:17]2[C:21](=[O:22])[C:20]([C:23]3[CH:24]=[N:25][CH:26]=[CH:27][CH:28]=3)=[CH:19][NH:18]2)[CH:10]=1. (7) The product is: [Cl:9][C:10]1[CH:11]=[CH:12][C:13]([O:19][CH3:20])=[C:14]([CH:18]=1)[C:15]([NH:2][C:3]1[S:4][C:5]([Cl:8])=[CH:6][N:7]=1)=[O:16]. Given the reactants Cl.[NH2:2][C:3]1[S:4][C:5]([Cl:8])=[CH:6][N:7]=1.[Cl:9][C:10]1[CH:11]=[CH:12][C:13]([O:19][CH3:20])=[C:14]([CH:18]=1)[C:15](O)=[O:16].Cl.C(N=C=NCCCN(C)C)C, predict the reaction product.